The task is: Predict the product of the given reaction.. This data is from Forward reaction prediction with 1.9M reactions from USPTO patents (1976-2016). (1) Given the reactants [CH:1]1[C:14]2[C:5](=[N:6][CH:7]=[C:8]3[C:13]=2[CH:12]=[CH:11][CH:10]=[CH:9]3)[CH:4]=[CH:3][CH:2]=1.[CH2:15]([Li])[CH3:16].[CH3:18][O:19][C:20]1[CH:25]=[CH:24][C:23]([S:26](Cl)(=[O:28])=[O:27])=[CH:22][C:21]=1[CH3:30], predict the reaction product. The product is: [CH2:15]([CH:7]1[C:8]2[C:13](=[CH:12][CH:11]=[CH:10][CH:9]=2)[C:14]2[CH:1]=[CH:2][CH:3]=[CH:4][C:5]=2[N:6]1[S:26]([C:23]1[CH:24]=[CH:25][C:20]([O:19][CH3:18])=[C:21]([CH3:30])[CH:22]=1)(=[O:28])=[O:27])[CH3:16]. (2) The product is: [NH:1]1[C:5]2[CH:6]=[CH:7][C:8]([N:10]3[CH:14]([C:15]4[CH:16]=[CH:17][C:18]([N:21]5[CH2:26][CH2:25][O:24][CH2:23][CH2:22]5)=[CH:19][CH:20]=4)[C:13]([N:34]4[CH2:35][CH2:36][C:31]([F:37])([F:30])[CH2:32][CH2:33]4)=[CH:12][C:11]3=[O:28])=[CH:9][C:4]=2[N:3]=[CH:2]1. Given the reactants [NH:1]1[C:5]2[CH:6]=[CH:7][C:8]([N:10]3[CH:14]([C:15]4[CH:20]=[CH:19][C:18]([N:21]5[CH2:26][CH2:25][O:24][CH2:23][CH2:22]5)=[CH:17][CH:16]=4)[C:13](O)=[CH:12][C:11]3=[O:28])=[CH:9][C:4]=2[N:3]=[CH:2]1.Cl.[F:30][C:31]1([F:37])[CH2:36][CH2:35][NH:34][CH2:33][CH2:32]1.C([O-])([O-])=O.[K+].[K+], predict the reaction product. (3) Given the reactants [CH2:1]([C@@:4]1([C:23]2[CH:28]=[CH:27][CH:26]=[CH:25][CH:24]=2)[O:9][C:8](=[O:10])[N:7]([C@H:11]([C:13]2[CH:18]=[CH:17][C:16]([O:19][CH:20]([F:22])[F:21])=[CH:15][CH:14]=2)[CH3:12])[CH2:6][CH2:5]1)[CH:2]=[CH2:3].CN(C=[O:33])C, predict the reaction product. The product is: [F:21][CH:20]([F:22])[O:19][C:16]1[CH:17]=[CH:18][C:13]([C@@H:11]([N:7]2[CH2:6][CH2:5][C@:4]([CH2:1][C:2](=[O:33])[CH3:3])([C:23]3[CH:28]=[CH:27][CH:26]=[CH:25][CH:24]=3)[O:9][C:8]2=[O:10])[CH3:12])=[CH:14][CH:15]=1. (4) Given the reactants [C:1]([OH:8])(=[O:7])[CH2:2][CH2:3][C:4]([OH:6])=O.[CH:9]([OH:14])([OH:13])[CH2:10][CH2:11][CH3:12].C(O)(O)CCC.C1(=O)OC(=O)CC1.[C:28]([OH:35])(=[O:34])[CH2:29][CH2:30][C:31]([OH:33])=[O:32].[CH:36]([OH:43])([OH:42])[CH2:37][CH2:38][CH2:39][CH2:40][CH3:41], predict the reaction product. The product is: [CH:36]([OH:43])([OH:42])[CH2:37][CH2:38][CH2:39][CH2:40][CH3:41].[C:4]1(=[O:6])[O:8][C:1](=[O:7])[CH2:2][CH2:3]1.[C:28]([OH:35])(=[O:34])[CH2:29][CH2:30][C:31]([OH:33])=[O:32].[CH:9]([OH:14])([OH:13])[CH2:10][CH2:11][CH2:12][CH2:36][CH2:37][CH2:38][CH2:39][CH3:40].